Task: Predict the product of the given reaction.. Dataset: Forward reaction prediction with 1.9M reactions from USPTO patents (1976-2016) (1) The product is: [C:21]([O:19][CH2:1][CH2:2][CH2:3][CH2:4][CH2:5][CH2:6][CH2:7][CH2:8][CH2:9][CH2:10][CH2:11][CH2:12][CH2:13][CH2:14][CH2:15][CH2:16][CH2:17][CH3:18])(=[O:22])[C:20]1[C:26](=[CH:27][CH:28]=[CH:29][CH:30]=1)[NH2:25]. Given the reactants [CH2:1]([OH:19])[CH2:2][CH2:3][CH2:4][CH2:5][CH2:6][CH2:7][CH2:8][CH2:9][CH2:10][CH2:11][CH2:12][CH2:13][CH2:14][CH2:15][CH2:16][CH2:17][CH3:18].[C:20]12[C:26](=[CH:27][CH:28]=[CH:29][CH:30]=1)[NH:25]C(=O)O[C:21]2=[O:22].N12CCN(CC1)CC2.CN(C)C=O, predict the reaction product. (2) Given the reactants [OH:1][C@H:2]1[C@H:7]([O:8][CH2:9][CH2:10][O:11][CH3:12])[C:6]2[CH:13]=[CH:14][C:15]3[N:16]([CH3:21])[C:17]([CH3:20])=[N:18][C:19]=3[C:5]=2[O:4][C@@H:3]1[C:22]1[CH:27]=[CH:26][CH:25]=[CH:24][CH:23]=1.C(N(CC)CC)C.Cl.[CH3:36][N:37]([CH2:39][C:40](Cl)=[O:41])[CH3:38].O, predict the reaction product. The product is: [CH3:36][N:37]([CH3:38])[CH2:39][C:40]([O:1][C@H:2]1[C@H:7]([O:8][CH2:9][CH2:10][O:11][CH3:12])[C:6]2[CH:13]=[CH:14][C:15]3[N:16]([CH3:21])[C:17]([CH3:20])=[N:18][C:19]=3[C:5]=2[O:4][C@@H:3]1[C:22]1[CH:27]=[CH:26][CH:25]=[CH:24][CH:23]=1)=[O:41]. (3) Given the reactants C([O:5][C:6]([CH2:8][N:9]1[CH2:14][CH2:13][CH:12]([C:15]2[CH:20]=[CH:19][CH:18]=[C:17]([Cl:21])[CH:16]=2)[C:11]2([C:29]3[C:24](=[CH:25][C:26]([Cl:30])=[CH:27][CH:28]=3)[N:23]=[CH:22]2)[CH:10]1[C:31]1[CH:36]=[CH:35][CH:34]=[C:33]([F:37])[CH:32]=1)=[O:7])(C)(C)C.C[O:39]C([Si](C)(C)C)C.FC(F)(F)C(O)=O, predict the reaction product. The product is: [C:6]([CH2:8][N:9]1[CH2:14][CH2:13][CH:12]([C:15]2[CH:20]=[CH:19][CH:18]=[C:17]([Cl:21])[CH:16]=2)[C:11]2([C:29]3[C:24](=[CH:25][C:26]([Cl:30])=[CH:27][CH:28]=3)[NH:23][C:22]2=[O:39])[CH:10]1[C:31]1[CH:36]=[CH:35][CH:34]=[C:33]([F:37])[CH:32]=1)([OH:5])=[O:7]. (4) Given the reactants C([BH3-])#[N:2].[Na+].[CH2:5]([N:7]([CH2:22][CH3:23])[CH2:8][CH2:9][O:10][C:11]1[CH:16]=[CH:15][C:14]([C:17](=O)[CH2:18][CH2:19][CH3:20])=[CH:13][CH:12]=1)[CH3:6].C([O-])(=O)C.[NH4+], predict the reaction product. The product is: [CH2:5]([N:7]([CH2:22][CH3:23])[CH2:8][CH2:9][O:10][C:11]1[CH:16]=[CH:15][C:14]([CH:17]([NH2:2])[CH2:18][CH2:19][CH3:20])=[CH:13][CH:12]=1)[CH3:6]. (5) Given the reactants [F:1][C:2]1[CH:21]=[CH:20][CH:19]=[CH:18][C:3]=1[CH2:4][N:5]1[C:9]2=[N:10][CH:11]=[CH:12][CH:13]=[C:8]2[C:7]([C:14]([NH:16][NH2:17])=[O:15])=[N:6]1.O.C1C[O:26][CH2:25]C1, predict the reaction product. The product is: [F:1][C:2]1[CH:21]=[CH:20][CH:19]=[CH:18][C:3]=1[CH2:4][N:5]1[C:9]2=[N:10][CH:11]=[CH:12][CH:13]=[C:8]2[C:7]([C:14]2[O:15][C:25](=[O:26])[NH:17][N:16]=2)=[N:6]1. (6) Given the reactants [Cl:1][C:2]1[CH:30]=[CH:29][CH:28]=[CH:27][C:3]=1[CH2:4][O:5][C:6]1[CH:25]=[CH:24][C:23]([F:26])=[CH:22][C:7]=1[CH2:8][N:9]1[C:17]2[CH:16]=[CH:15][CH:14]=[C:13]([C:18]([O:20]C)=[O:19])[C:12]=2[CH:11]=[N:10]1.C1COCC1.[OH-].[Na+:37], predict the reaction product. The product is: [Cl:1][C:2]1[CH:30]=[CH:29][CH:28]=[CH:27][C:3]=1[CH2:4][O:5][C:6]1[CH:25]=[CH:24][C:23]([F:26])=[CH:22][C:7]=1[CH2:8][N:9]1[C:17]2[CH:16]=[CH:15][CH:14]=[C:13]([C:18]([O-:20])=[O:19])[C:12]=2[CH:11]=[N:10]1.[Na+:37].